Dataset: Reaction yield outcomes from USPTO patents with 853,638 reactions. Task: Predict the reaction yield, written as a fraction of the theoretical maximum amount of product (1.0 means a 100% yield; for example, 0.34 means a 34% yield). The reactants are [N:1]1[CH:6]=[CH:5][CH:4]=[CH:3][C:2]=1[C:7]1[O:8][C:9]2[CH2:14][CH2:13][NH:12][CH2:11][C:10]=2[N:15]=1.Br[C:17]1[CH:18]=[C:19]([CH:22]=[CH:23][N:24]=1)[C:20]#[N:21].CCN(C(C)C)C(C)C.O. The catalyst is CN(C=O)C. The product is [N:1]1[CH:6]=[CH:5][CH:4]=[CH:3][C:2]=1[C:7]1[O:8][C:9]2[CH2:14][CH2:13][N:12]([C:17]3[CH:18]=[C:19]([CH:22]=[CH:23][N:24]=3)[C:20]#[N:21])[CH2:11][C:10]=2[N:15]=1. The yield is 0.170.